Dataset: Full USPTO retrosynthesis dataset with 1.9M reactions from patents (1976-2016). Task: Predict the reactants needed to synthesize the given product. (1) Given the product [O:17]([C:14]1[CH:13]=[CH:12][C:11]([C:10]2[C:3]3[C:4](=[N:5][CH:6]=[N:7][C:2]=3[NH2:1])[N:8]([C@@H:24]3[CH2:29][CH2:28][CH2:27][NH:26][CH2:25]3)[N:9]=2)=[CH:16][CH:15]=1)[C:18]1[CH:23]=[CH:22][CH:21]=[CH:20][CH:19]=1, predict the reactants needed to synthesize it. The reactants are: [NH2:1][C:2]1[N:7]=[CH:6][N:5]=[C:4]2[N:8]([C@@H:24]3[CH2:29][CH2:28][CH2:27][N:26](C(OC(C)(C)C)=O)[CH2:25]3)[N:9]=[C:10]([C:11]3[CH:16]=[CH:15][C:14]([O:17][C:18]4[CH:23]=[CH:22][CH:21]=[CH:20][CH:19]=4)=[CH:13][CH:12]=3)[C:3]=12. (2) Given the product [CH3:22][N:23]1[CH2:28][CH2:27][N:26]([C:2]2[C:3]3[S:11][C:10]4[CH2:12][CH2:13][CH2:14][CH2:15][C:9]=4[C:4]=3[N:5]=[C:6]([NH2:8])[N:7]=2)[CH2:25][CH2:24]1, predict the reactants needed to synthesize it. The reactants are: Cl[C:2]1[C:3]2[S:11][C:10]3[CH2:12][CH2:13][CH2:14][CH2:15][C:9]=3[C:4]=2[N:5]=[C:6]([NH2:8])[N:7]=1.C([O-])([O-])=O.[K+].[K+].[CH3:22][N:23]1[CH2:28][CH2:27][NH:26][CH2:25][CH2:24]1. (3) The reactants are: [Br:1][C:2]([F:7])([F:6])[C:3]([OH:5])=[O:4].[CH2:8](O)[C:9]1[CH:14]=[CH:13][CH:12]=[CH:11][CH:10]=1.O.C1(C)C=CC(S(O)(=O)=O)=CC=1. Given the product [Br:1][C:2]([F:7])([F:6])[C:3]([O:5][CH2:8][C:9]1[CH:14]=[CH:13][CH:12]=[CH:11][CH:10]=1)=[O:4], predict the reactants needed to synthesize it. (4) Given the product [F:42][C:41]([F:43])([F:44])[C:32]1[CH:33]=[CH:34][C:35]([C:37]([F:40])([F:39])[F:38])=[CH:36][C:31]=1[N:30]1[C:11](=[O:12])[C:4]2[C@@H:5]3[C:8]([CH3:10])([CH3:9])[C@@:2]([CH3:1])([CH2:7][CH2:6]3)[C:3]=2[N:29]1[CH3:27], predict the reactants needed to synthesize it. The reactants are: [CH3:1][C@:2]12[C:8]([CH3:10])([CH3:9])[C@H:5]([CH2:6][CH2:7]1)[CH:4]([C:11](Cl)=[O:12])[C:3]2=O.C(N(CC)CC)C.C(O[C:27]([N:29](C)[NH:30][C:31]1[CH:36]=[C:35]([C:37]([F:40])([F:39])[F:38])[CH:34]=[CH:33][C:32]=1[C:41]([F:44])([F:43])[F:42])=O)(C)(C)C.Cl.O1CCOCC1.O.[Cl-].[Na+].O. (5) Given the product [Cl:32][C:33]1[CH:34]=[CH:35][C:36](/[CH:37]=[CH:38]/[S:39]([NH:2][CH2:3][C:4]([NH:6][CH:7]([C:24]([N:26]2[CH2:27][CH2:28][CH2:29][CH2:30][CH2:31]2)=[O:25])[CH2:8][NH:9][C:10]([CH:12]2[CH2:17][CH2:16][N:15]([C:18]3[CH:23]=[CH:22][N:21]=[CH:20][CH:19]=3)[CH2:14][CH2:13]2)=[O:11])=[O:5])(=[O:41])=[O:40])=[CH:43][CH:44]=1, predict the reactants needed to synthesize it. The reactants are: Cl.[NH2:2][CH2:3][C:4]([NH:6][CH:7]([C:24]([N:26]1[CH2:31][CH2:30][CH2:29][CH2:28][CH2:27]1)=[O:25])[CH2:8][NH:9][C:10]([CH:12]1[CH2:17][CH2:16][N:15]([C:18]2[CH:23]=[CH:22][N:21]=[CH:20][CH:19]=2)[CH2:14][CH2:13]1)=[O:11])=[O:5].[Cl:32][C:33]1[CH:44]=[CH:43][C:36](/[CH:37]=[CH:38]/[S:39](Cl)(=[O:41])=[O:40])=[CH:35][CH:34]=1. (6) Given the product [N+:1]([C:4]1[C:5]2[C:13](=[O:14])[O:15][C:7](=[O:9])[C:6]=2[CH:10]=[CH:11][CH:12]=1)([O-:3])=[O:2], predict the reactants needed to synthesize it. The reactants are: [N+:1]([C:4]1[CH:12]=[CH:11][CH:10]=[C:6]([C:7]([OH:9])=O)[C:5]=1[C:13]([OH:15])=[O:14])([O-:3])=[O:2].COC(C)(C)C. (7) Given the product [C:14]1([C:20]2[S:21][CH:22]=[C:23]([C@@H:25]([NH:36][C:37]3[S:38][CH:8]=[N:7][C:9]=3[C:10]([O:12][CH3:13])=[O:11])[CH2:26][C:27]3[CH:32]=[CH:31][C:30]([N+:33]([O-:35])=[O:34])=[CH:29][CH:28]=3)[N:24]=2)[CH:19]=[CH:18][CH:17]=[CH:16][CH:15]=1, predict the reactants needed to synthesize it. The reactants are: CC(C)([O-])C.[K+].[N+:7]([CH2:9][C:10]([O:12][CH3:13])=[O:11])#[C-:8].[C:14]1([C:20]2[S:21][CH:22]=[C:23]([C@@H:25]([N:36]=[C:37]=[S:38])[CH2:26][C:27]3[CH:32]=[CH:31][C:30]([N+:33]([O-:35])=[O:34])=[CH:29][CH:28]=3)[N:24]=2)[CH:19]=[CH:18][CH:17]=[CH:16][CH:15]=1.C([O-])(O)=O.[Na+].